Dataset: Full USPTO retrosynthesis dataset with 1.9M reactions from patents (1976-2016). Task: Predict the reactants needed to synthesize the given product. (1) Given the product [Br:1][C:2]1[CH:11]=[C:10]2[C:5]([C:6]([OH:12])=[C:7]([N+:18]([O-:20])=[O:19])[CH:8]=[N:9]2)=[CH:4][CH:3]=1, predict the reactants needed to synthesize it. The reactants are: [Br:1][C:2]1[CH:11]=[C:10]2[C:5]([C:6]([OH:12])=[CH:7][CH:8]=[N:9]2)=[CH:4][CH:3]=1.C(O)(=O)CC.[N+:18]([O-])([OH:20])=[O:19]. (2) Given the product [Cl:28][CH2:24][C:15]1[N:16]([C:17]2[CH:22]=[CH:21][C:20]([F:23])=[CH:19][CH:18]=2)[C:12]([C:9]([C:4]2[CH:5]=[CH:6][C:7]([Cl:8])=[C:2]([Cl:1])[CH:3]=2)([CH3:11])[CH3:10])=[CH:13][N:14]=1, predict the reactants needed to synthesize it. The reactants are: [Cl:1][C:2]1[CH:3]=[C:4]([C:9]([C:12]2[N:16]([C:17]3[CH:22]=[CH:21][C:20]([F:23])=[CH:19][CH:18]=3)[C:15]([CH2:24]O)=[N:14][CH:13]=2)([CH3:11])[CH3:10])[CH:5]=[CH:6][C:7]=1[Cl:8].S(Cl)([Cl:28])=O. (3) Given the product [C:4]([C:6]1([CH2:10][CH2:11][CH2:12][CH2:13][C:14](=[O:27])[CH2:15][CH2:16][CH2:17][CH2:18][C:19]([CH3:25])([CH3:26])[C:20]([OH:22])=[O:21])[CH2:7][CH2:8][CH2:9]1)([OH:5])=[O:3], predict the reactants needed to synthesize it. The reactants are: C([O:3][C:4]([C:6]1([CH2:10][CH2:11][CH2:12][CH2:13][C:14](=[O:27])[CH2:15][CH2:16][CH2:17][CH2:18][C:19]([CH3:26])([CH3:25])[C:20]([O:22]CC)=[O:21])[CH2:9][CH2:8][CH2:7]1)=[O:5])C.O. (4) Given the product [O:38]=[C:26]1[CH2:27][C:28]([C:30]2[CH:31]=[C:32]([CH:33]=[CH:34][CH:35]=2)[C:36]#[N:37])=[N:7][C:8]2[CH:13]=[CH:12][C:11]([C:14]3[CH:19]=[CH:18][C:17]([O:20][C:21]([F:24])([F:23])[F:22])=[CH:16][CH:15]=3)=[CH:10][C:9]=2[NH:25]1, predict the reactants needed to synthesize it. The reactants are: C(OC(=O)[NH:7][C:8]1[CH:13]=[CH:12][C:11]([C:14]2[CH:19]=[CH:18][C:17]([O:20][C:21]([F:24])([F:23])[F:22])=[CH:16][CH:15]=2)=[CH:10][C:9]=1[NH:25][C:26](=[O:38])[CH2:27][C:28]([C:30]1[CH:35]=[CH:34][CH:33]=[C:32]([C:36]#[N:37])[CH:31]=1)=O)(C)(C)C.C(O)(C(F)(F)F)=O. (5) Given the product [Cl:1][CH2:2][C:3]1[CH:11]=[CH:10][C:6]([C:7]([NH:12][C:13]2[CH:14]=[CH:15][C:16]([CH3:32])=[C:17]([NH:19][C:20](=[O:31])[C:21]3[CH:26]=[CH:25][C:24]([O:27][CH3:28])=[C:23]([O:29][CH3:30])[CH:22]=3)[CH:18]=2)=[O:8])=[CH:5][CH:4]=1, predict the reactants needed to synthesize it. The reactants are: [Cl:1][CH2:2][C:3]1[CH:11]=[CH:10][C:6]([C:7](Cl)=[O:8])=[CH:5][CH:4]=1.[NH2:12][C:13]1[CH:14]=[CH:15][C:16]([CH3:32])=[C:17]([NH:19][C:20](=[O:31])[C:21]2[CH:26]=[CH:25][C:24]([O:27][CH3:28])=[C:23]([O:29][CH3:30])[CH:22]=2)[CH:18]=1.C(N(CC)CC)C.Cl. (6) Given the product [C:19]1([CH:16]2[CH2:15][CH2:14][N:13]([CH2:12][CH2:11][CH2:10][CH2:9][CH2:8][CH2:7][N:6]([CH2:5][C:4]3[CH:32]=[CH:33][CH:34]=[CH:35][C:3]=3[OH:2])[CH2:25][C:26]3[CH:31]=[CH:30][CH:29]=[CH:28][N:27]=3)[CH2:18][CH2:17]2)[CH:20]=[CH:21][CH:22]=[CH:23][CH:24]=1, predict the reactants needed to synthesize it. The reactants are: C[O:2][C:3]1[CH:35]=[CH:34][CH:33]=[CH:32][C:4]=1[CH2:5][N:6]([CH2:25][C:26]1[CH:31]=[CH:30][CH:29]=[CH:28][N:27]=1)[CH2:7][CH2:8][CH2:9][CH2:10][CH2:11][CH2:12][N:13]1[CH2:18][CH2:17][CH:16]([C:19]2[CH:24]=[CH:23][CH:22]=[CH:21][CH:20]=2)[CH2:15][CH2:14]1.B(Br)(Br)Br.